This data is from Peptide-MHC class II binding affinity with 134,281 pairs from IEDB. The task is: Regression. Given a peptide amino acid sequence and an MHC pseudo amino acid sequence, predict their binding affinity value. This is MHC class II binding data. The MHC is HLA-DQA10501-DQB10303 with pseudo-sequence HLA-DQA10501-DQB10303. The peptide sequence is IGKLFTQTMKGVERL. The binding affinity (normalized) is 0.407.